From a dataset of NCI-60 drug combinations with 297,098 pairs across 59 cell lines. Regression. Given two drug SMILES strings and cell line genomic features, predict the synergy score measuring deviation from expected non-interaction effect. (1) Drug 1: CC1=CC=C(C=C1)C2=CC(=NN2C3=CC=C(C=C3)S(=O)(=O)N)C(F)(F)F. Drug 2: CCN(CC)CCNC(=O)C1=C(NC(=C1C)C=C2C3=C(C=CC(=C3)F)NC2=O)C. Cell line: COLO 205. Synergy scores: CSS=1.23, Synergy_ZIP=2.16, Synergy_Bliss=4.20, Synergy_Loewe=-0.723, Synergy_HSA=0.384. (2) Cell line: M14. Drug 2: CC1C(C(CC(O1)OC2CC(CC3=C2C(=C4C(=C3O)C(=O)C5=C(C4=O)C(=CC=C5)OC)O)(C(=O)CO)O)N)O.Cl. Synergy scores: CSS=54.5, Synergy_ZIP=-6.83, Synergy_Bliss=-2.78, Synergy_Loewe=-16.4, Synergy_HSA=-0.861. Drug 1: CN(CCCl)CCCl.Cl. (3) Drug 1: CC12CCC3C(C1CCC2OP(=O)(O)O)CCC4=C3C=CC(=C4)OC(=O)N(CCCl)CCCl.[Na+]. Drug 2: COCCOC1=C(C=C2C(=C1)C(=NC=N2)NC3=CC=CC(=C3)C#C)OCCOC.Cl. Cell line: T-47D. Synergy scores: CSS=-29.3, Synergy_ZIP=31.1, Synergy_Bliss=35.4, Synergy_Loewe=-7.48, Synergy_HSA=-2.90. (4) Cell line: MCF7. Drug 2: C1CCC(C(C1)N)N.C(=O)(C(=O)[O-])[O-].[Pt+4]. Synergy scores: CSS=32.6, Synergy_ZIP=-14.0, Synergy_Bliss=-7.50, Synergy_Loewe=-4.93, Synergy_HSA=-3.11. Drug 1: CN(CC1=CN=C2C(=N1)C(=NC(=N2)N)N)C3=CC=C(C=C3)C(=O)NC(CCC(=O)O)C(=O)O. (5) Drug 1: CC1CCC2CC(C(=CC=CC=CC(CC(C(=O)C(C(C(=CC(C(=O)CC(OC(=O)C3CCCCN3C(=O)C(=O)C1(O2)O)C(C)CC4CCC(C(C4)OC)O)C)C)O)OC)C)C)C)OC. Drug 2: CS(=O)(=O)OCCCCOS(=O)(=O)C. Cell line: U251. Synergy scores: CSS=-3.51, Synergy_ZIP=4.32, Synergy_Bliss=-19.0, Synergy_Loewe=2.93, Synergy_HSA=-32.0. (6) Drug 1: CCC1=CC2CC(C3=C(CN(C2)C1)C4=CC=CC=C4N3)(C5=C(C=C6C(=C5)C78CCN9C7C(C=CC9)(C(C(C8N6C)(C(=O)OC)O)OC(=O)C)CC)OC)C(=O)OC.C(C(C(=O)O)O)(C(=O)O)O. Drug 2: CN(C)N=NC1=C(NC=N1)C(=O)N. Cell line: SF-268. Synergy scores: CSS=27.0, Synergy_ZIP=4.39, Synergy_Bliss=9.01, Synergy_Loewe=-36.9, Synergy_HSA=4.88.